Task: Regression. Given a peptide amino acid sequence and an MHC pseudo amino acid sequence, predict their binding affinity value. This is MHC class I binding data.. Dataset: Peptide-MHC class I binding affinity with 185,985 pairs from IEDB/IMGT (1) The peptide sequence is DGFGVHLAF. The MHC is HLA-B18:01 with pseudo-sequence HLA-B18:01. The binding affinity (normalized) is 0.738. (2) The peptide sequence is VIGVGMGLY. The MHC is HLA-B46:01 with pseudo-sequence HLA-B46:01. The binding affinity (normalized) is 0.0847. (3) The MHC is HLA-B53:01 with pseudo-sequence HLA-B53:01. The peptide sequence is YPSGQGSF. The binding affinity (normalized) is 0.210. (4) The peptide sequence is IRWLGGILP. The MHC is HLA-A24:02 with pseudo-sequence HLA-A24:02. The binding affinity (normalized) is 0.00359. (5) The peptide sequence is RMYSPTSI. The MHC is HLA-B42:01 with pseudo-sequence HLA-B42:01. The binding affinity (normalized) is 0.557.